This data is from Full USPTO retrosynthesis dataset with 1.9M reactions from patents (1976-2016). The task is: Predict the reactants needed to synthesize the given product. (1) The reactants are: [F:1][CH2:2][C:3]1([C:11]([O:13][CH:14]([CH3:16])[CH3:15])=[O:12])[CH2:6][C:5](OC)([O:7]C)[CH2:4]1.Cl. Given the product [F:1][CH2:2][C:3]1([C:11]([O:13][CH:14]([CH3:16])[CH3:15])=[O:12])[CH2:6][C:5](=[O:7])[CH2:4]1, predict the reactants needed to synthesize it. (2) Given the product [F:48][C:36]([F:35])([F:47])[C:37]([N:39]1[CH2:43][CH2:42][CH2:41][C@@H:40]1[C:44]([NH:1][C:2]1[CH:3]=[C:4]([C:8]2[N:17]=[C:16]([NH:18][C:19]3[CH:20]=[C:21]4[C:25](=[CH:26][CH:27]=3)[N:24]([C:28]([O:30][C:31]([CH3:34])([CH3:33])[CH3:32])=[O:29])[N:23]=[CH:22]4)[C:15]3[C:10](=[CH:11][CH:12]=[CH:13][CH:14]=3)[N:9]=2)[CH:5]=[CH:6][CH:7]=1)=[O:45])=[O:38], predict the reactants needed to synthesize it. The reactants are: [NH2:1][C:2]1[CH:3]=[C:4]([C:8]2[N:17]=[C:16]([NH:18][C:19]3[CH:20]=[C:21]4[C:25](=[CH:26][CH:27]=3)[N:24]([C:28]([O:30][C:31]([CH3:34])([CH3:33])[CH3:32])=[O:29])[N:23]=[CH:22]4)[C:15]3[C:10](=[CH:11][CH:12]=[CH:13][CH:14]=3)[N:9]=2)[CH:5]=[CH:6][CH:7]=1.[F:35][C:36]([F:48])([F:47])[C:37]([N:39]1[CH2:43][CH2:42][CH2:41][CH:40]1[C:44](Cl)=[O:45])=[O:38].C(Cl)Cl.